Task: Predict which catalyst facilitates the given reaction.. Dataset: Catalyst prediction with 721,799 reactions and 888 catalyst types from USPTO (1) Reactant: [N:1]1([C:6]([O:8][C:9]2([CH2:13][C:14]3[CH:19]=[CH:18][CH:17]=[CH:16][CH:15]=3)[CH2:12][CH2:11][CH2:10]2)=[O:7])[CH:5]=[CH:4]N=[CH:2]1.Cl.[O:21]1[C@H:28]2[C@H](NCC2)[C@@H:23]([OH:29])[CH2:22]1.C(N(CC)CC)C. Product: [OH:29][C@@H:23]1[C@H:2]2[N:1]([C:6]([O:8][C:9]3([CH2:13][C:14]4[CH:19]=[CH:18][CH:17]=[CH:16][CH:15]=4)[CH2:12][CH2:11][CH2:10]3)=[O:7])[CH2:5][CH2:4][C@H:28]2[O:21][CH2:22]1. The catalyst class is: 4. (2) Reactant: [C:1]([O:5][C:6]([N:8]1[CH2:13][CH2:12][O:11][C@@H:10]([C:14]2[CH:22]=[CH:21][C:17]([C:18]([OH:20])=[O:19])=[CH:16][CH:15]=2)[CH2:9]1)=[O:7])([CH3:4])([CH3:3])[CH3:2].[C:23](=O)([O-])[O-].[K+].[K+].IC. Product: [CH3:23][O:19][C:18]([C:17]1[CH:16]=[CH:15][C:14]([C@@H:10]2[O:11][CH2:12][CH2:13][N:8]([C:6]([O:5][C:1]([CH3:4])([CH3:2])[CH3:3])=[O:7])[CH2:9]2)=[CH:22][CH:21]=1)=[O:20]. The catalyst class is: 35. (3) Reactant: C(OC(=O)[NH:7][C:8]1[CH:13]=[C:12]([Cl:14])[C:11]([CH3:15])=[CH:10][C:9]=1[NH:16][C:17](=[O:34])[CH2:18][C:19]([C:21]1[CH:26]=[CH:25][CH:24]=[C:23]([C:27]2[CH:32]=[N:31][CH:30]=[C:29]([CH3:33])[N:28]=2)[CH:22]=1)=O)(C)(C)C.C(O)(C(F)(F)F)=O. Product: [Cl:14][C:12]1[C:11]([CH3:15])=[CH:10][C:9]2[NH:16][C:17](=[O:34])[CH2:18][C:19]([C:21]3[CH:26]=[CH:25][CH:24]=[C:23]([C:27]4[CH:32]=[N:31][CH:30]=[C:29]([CH3:33])[N:28]=4)[CH:22]=3)=[N:7][C:8]=2[CH:13]=1. The catalyst class is: 2. (4) Reactant: [NH:1](C(OCC1C=CC=CC=1)=O)[C@H:2]([C:12]([NH:14][CH2:15][C:16]([NH:18][CH2:19][C:20]([NH2:22])=[O:21])=[O:17])=[O:13])[CH2:3][CH2:4][C:5](=[O:11])[O:6][C:7]([CH3:10])([CH3:9])[CH3:8].O. Product: [NH2:1][C@H:2]([C:12]([NH:14][CH2:15][C:16]([NH:18][CH2:19][C:20]([NH2:22])=[O:21])=[O:17])=[O:13])[CH2:3][CH2:4][C:5](=[O:11])[O:6][C:7]([CH3:9])([CH3:10])[CH3:8]. The catalyst class is: 19. (5) Reactant: [NH2:1][C:2]1[N:7]=[CH:6][N:5]=[C:4]2[N:8]([CH2:26][C@H:27]3[CH2:31][CH2:30][CH2:29][N:28]3C(OC(C)(C)C)=O)[N:9]=[C:10]([C:11]3[CH:16]=[CH:15][C:14]([O:17][C:18]4[CH:23]=[CH:22][CH:21]=[C:20]([F:24])[C:19]=4[F:25])=[CH:13][CH:12]=3)[C:3]=12.[F:39][C:40]([F:45])([F:44])[C:41]([OH:43])=[O:42]. Product: [F:39][C:40]([F:45])([F:44])[C:41]([OH:43])=[O:42].[F:39][C:40]([F:45])([F:44])[C:41]([OH:43])=[O:42].[F:25][C:19]1[C:20]([F:24])=[CH:21][CH:22]=[CH:23][C:18]=1[O:17][C:14]1[CH:13]=[CH:12][C:11]([C:10]2[C:3]3[C:4](=[N:5][CH:6]=[N:7][C:2]=3[NH2:1])[N:8]([CH2:26][C@H:27]3[CH2:31][CH2:30][CH2:29][NH:28]3)[N:9]=2)=[CH:16][CH:15]=1. The catalyst class is: 4. (6) Reactant: [F:1][C:2]1[CH:7]=[C:6]([O:8][CH:9]2[CH2:14][CH2:13][CH2:12][O:11][CH2:10]2)[CH:5]=[C:4]([F:15])[C:3]=1[C:16]1[N:21]=[C:20]([C:22]([O:24]C)=[O:23])[CH:19]=[CH:18][C:17]=1[F:26].C1COCC1.[OH-].[Na+]. Product: [F:1][C:2]1[CH:7]=[C:6]([O:8][CH:9]2[CH2:14][CH2:13][CH2:12][O:11][CH2:10]2)[CH:5]=[C:4]([F:15])[C:3]=1[C:16]1[N:21]=[C:20]([C:22]([OH:24])=[O:23])[CH:19]=[CH:18][C:17]=1[F:26]. The catalyst class is: 5. (7) Reactant: [C:1]1([C:9]([CH2:11][C:12]2[CH:19]=[CH:18][C:15]([O:16][CH3:17])=[CH:14][CH:13]=2)=[O:10])[CH:8]=[CH:7][C:4]([O:5][CH3:6])=[CH:3][CH:2]=1.[C:20](Cl)(=[O:29])[C:21]1[CH:26]=[CH:25][C:24]([O:27][CH3:28])=[CH:23][CH:22]=1.C(O)(=O)CC(CC(O)=O)(C(O)=O)O. Product: [CH3:6][O:5][C:4]1[CH:3]=[CH:2][C:1]([C:9](=[O:10])[CH:11]([C:12]2[CH:13]=[CH:14][C:15]([O:16][CH3:17])=[CH:18][CH:19]=2)[C:20]([C:21]2[CH:26]=[CH:25][C:24]([O:27][CH3:28])=[CH:23][CH:22]=2)=[O:29])=[CH:8][CH:7]=1. The catalyst class is: 1. (8) Reactant: [N:1]1[CH:6]=[CH:5][C:4](C2C=C(C(O)=O)C(=CC=2)C(O)=O)=[CH:3][CH:2]=1.C(O[C:22](=[O:35])[C:23]1[CH:33]=[CH:32][C:31](Br)=[C:25]([C:26]([O:28][CH2:29][CH3:30])=[O:27])[CH:24]=1)C.N1C=CC(B(O)O)=CC=1.[Li]N1C(C)(C)CCCC1(C)C. The catalyst class is: 1. Product: [O:35]=[C:22]1[C:3]2[CH:2]=[N:1][CH:6]=[CH:5][C:4]=2[C:33]2[CH:32]=[CH:31][C:25]([C:26]([O:28][CH2:29][CH3:30])=[O:27])=[CH:24][C:23]1=2. (9) Reactant: [CH2:1]([N:8]1[CH2:14][CH2:13][CH2:12][C:11]([CH2:21][C:22](OCC)=[O:23])([CH2:15][C:16](OCC)=[O:17])[CH2:10][CH2:9]1)[C:2]1[CH:7]=[CH:6][CH:5]=[CH:4][CH:3]=1.[H-].[H-].[H-].[H-].[Li+].[Al+3]. Product: [CH2:1]([N:8]1[CH2:14][CH2:13][CH2:12][C:11]([CH2:15][CH2:16][OH:17])([CH2:21][CH2:22][OH:23])[CH2:10][CH2:9]1)[C:2]1[CH:3]=[CH:4][CH:5]=[CH:6][CH:7]=1. The catalyst class is: 1. (10) Reactant: [CH3:1][O:2][C:3]1[CH:28]=[C:27]([O:29][CH3:30])[CH:26]=[CH:25][C:4]=1[CH2:5][N:6]([C:19]1[CH:24]=[CH:23][N:22]=[CH:21][N:20]=1)[S:7]([C:10]1[CH:15]=[CH:14][C:13](F)=[C:12]([F:17])[C:11]=1[F:18])(=[O:9])=[O:8].[CH3:31][N:32]1[C:36]([C@H:37]2[CH2:41][CH2:40][CH2:39][C@@H:38]2[OH:42])=[CH:35][CH:34]=[N:33]1.[H-].[Na+]. Product: [CH3:1][O:2][C:3]1[CH:28]=[C:27]([O:29][CH3:30])[CH:26]=[CH:25][C:4]=1[CH2:5][N:6]([C:19]1[CH:24]=[CH:23][N:22]=[CH:21][N:20]=1)[S:7]([C:10]1[CH:15]=[CH:14][C:13]([O:42][C@H:38]2[CH2:39][CH2:40][CH2:41][C@@H:37]2[C:36]2[N:32]([CH3:31])[N:33]=[CH:34][CH:35]=2)=[C:12]([F:17])[C:11]=1[F:18])(=[O:8])=[O:9]. The catalyst class is: 3.